From a dataset of Catalyst prediction with 721,799 reactions and 888 catalyst types from USPTO. Predict which catalyst facilitates the given reaction. (1) Reactant: Cl.Cl.[CH2:3]([NH:5][C@@H:6]([CH3:20])[CH2:7][N:8]1[CH:12]=[CH:11][C:10]([C:13]2[CH:18]=[CH:17][C:16]([F:19])=[CH:15][N:14]=2)=[N:9]1)[CH3:4].[CH3:21][C:22]1[CH:23]=[CH:24][C:25]([N:31]2[N:35]=[CH:34][CH:33]=[N:32]2)=[C:26]([CH:30]=1)[C:27](O)=[O:28].CN(C(ON1N=NC2C=CC=NC1=2)=[N+](C)C)C.F[P-](F)(F)(F)(F)F.CCN(C(C)C)C(C)C. The catalyst class is: 18. Product: [CH2:3]([N:5]([C@@H:6]([CH3:20])[CH2:7][N:8]1[CH:12]=[CH:11][C:10]([C:13]2[CH:18]=[CH:17][C:16]([F:19])=[CH:15][N:14]=2)=[N:9]1)[C:27](=[O:28])[C:26]1[CH:30]=[C:22]([CH3:21])[CH:23]=[CH:24][C:25]=1[N:31]1[N:35]=[CH:34][CH:33]=[N:32]1)[CH3:4]. (2) Reactant: Br[C:2]1[C:3]([C:23]2[CH:28]=[CH:27][N:26]=[CH:25][CH:24]=2)=[C:4]([C:17]2[CH:22]=[CH:21][CH:20]=[CH:19][CH:18]=2)[N:5]([Si](C(C)C)(C(C)C)C(C)C)[CH:6]=1.[C:29]1([C@H:35]2[CH2:43][N:42]3[C@H:37]([CH2:38][C:39](=O)[CH2:40][CH2:41]3)[CH2:36]2)[CH:34]=[CH:33][CH:32]=[CH:31][CH:30]=1.C(OCC)(=O)C.CO. Product: [C:17]1([C:4]2[NH:5][CH:6]=[C:2]([C:39]3[CH2:40][CH2:41][N:42]4[C@H:37]([CH:38]=3)[CH2:36][C@@H:35]([C:29]3[CH:30]=[CH:31][CH:32]=[CH:33][CH:34]=3)[CH2:43]4)[C:3]=2[C:23]2[CH:28]=[CH:27][N:26]=[CH:25][CH:24]=2)[CH:22]=[CH:21][CH:20]=[CH:19][CH:18]=1. The catalyst class is: 4. (3) Reactant: [F-].[Cs+].[OH-].[Na+].F[C:6]1[CH:13]=[CH:12][C:9]([C:10]#[N:11])=[CH:8][CH:7]=1.C[Si](C)(C)[N:16]1[CH:20]=[CH:19][N:18]=[CH:17]1. Product: [N:16]1([C:6]2[CH:13]=[CH:12][C:9]([C:10]#[N:11])=[CH:8][CH:7]=2)[CH:20]=[CH:19][N:18]=[CH:17]1. The catalyst class is: 3. (4) Reactant: [C:1]1([C:8]2[CH:13]=[CH:12][CH:11]=[CH:10][CH:9]=2)[CH:6]=[CH:5][C:4]([NH2:7])=[CH:3][CH:2]=1.[CH3:14][O:15][C:16]([C:18]1[O:19][C:20]([CH3:25])=[C:21]([CH:23]=O)[CH:22]=1)=[O:17].C([BH3-])#N.[Na+]. Product: [CH3:14][O:15][C:16]([C:18]1[O:19][C:20]([CH3:25])=[C:21]([CH2:23][NH:7][C:4]2[CH:3]=[CH:2][C:1]([C:8]3[CH:13]=[CH:12][CH:11]=[CH:10][CH:9]=3)=[CH:6][CH:5]=2)[CH:22]=1)=[O:17]. The catalyst class is: 5. (5) Reactant: [C:1]([C:4]1[CH:5]=[C:6]([C:30]2[CH:31]=[C:32]3[C:36](=[CH:37][CH:38]=2)[N:35]([CH3:39])[N:34]=[CH:33]3)[CH:7]=[C:8]2[C:16]=1[NH:15][C:14]1[CH:13]=[C:12]([N:17]3[CH2:22][CH2:21][N:20](C(OC(C)(C)C)=O)[CH2:19][CH2:18]3)[CH:11]=[CH:10][C:9]2=1)(=[O:3])[NH2:2].C(O)(C(F)(F)F)=O. Product: [CH3:39][N:35]1[C:36]2[C:32](=[CH:31][C:30]([C:6]3[CH:5]=[C:4]([C:1]([NH2:2])=[O:3])[C:16]4[NH:15][C:14]5[C:9]([C:8]=4[CH:7]=3)=[CH:10][CH:11]=[C:12]([N:17]3[CH2:22][CH2:21][NH:20][CH2:19][CH2:18]3)[CH:13]=5)=[CH:38][CH:37]=2)[CH:33]=[N:34]1. The catalyst class is: 344.